The task is: Predict the reactants needed to synthesize the given product.. This data is from Full USPTO retrosynthesis dataset with 1.9M reactions from patents (1976-2016). Given the product [CH3:21][C:18]1[CH:19]=[C:20]2[C:15](=[CH:16][CH:17]=1)[NH:14][C:13](=[O:22])[C:12]2=[CH:11][C:10]1[NH:9][CH:8]=[C:7]([CH3:26])[C:6]=1[CH2:5][CH2:4][C:1]([OH:3])=[O:2], predict the reactants needed to synthesize it. The reactants are: [C:1]([CH2:4][CH2:5][C:6]1[C:7]([CH3:26])=[C:8](C(O)=O)[NH:9][C:10]=1[CH:11]=[C:12]1[C:20]2[C:15](=[CH:16][CH:17]=[C:18]([CH3:21])[CH:19]=2)[NH:14][C:13]1=[O:22])([OH:3])=[O:2].[OH-].[K+].O.Cl.